Dataset: NCI-60 drug combinations with 297,098 pairs across 59 cell lines. Task: Regression. Given two drug SMILES strings and cell line genomic features, predict the synergy score measuring deviation from expected non-interaction effect. (1) Synergy scores: CSS=35.5, Synergy_ZIP=1.63, Synergy_Bliss=1.44, Synergy_Loewe=-2.38, Synergy_HSA=-2.35. Cell line: U251. Drug 1: CCC1(CC2CC(C3=C(CCN(C2)C1)C4=CC=CC=C4N3)(C5=C(C=C6C(=C5)C78CCN9C7C(C=CC9)(C(C(C8N6C=O)(C(=O)OC)O)OC(=O)C)CC)OC)C(=O)OC)O.OS(=O)(=O)O. Drug 2: COCCOC1=C(C=C2C(=C1)C(=NC=N2)NC3=CC=CC(=C3)C#C)OCCOC.Cl. (2) Drug 2: CCC1(CC2CC(C3=C(CCN(C2)C1)C4=CC=CC=C4N3)(C5=C(C=C6C(=C5)C78CCN9C7C(C=CC9)(C(C(C8N6C=O)(C(=O)OC)O)OC(=O)C)CC)OC)C(=O)OC)O.OS(=O)(=O)O. Synergy scores: CSS=40.6, Synergy_ZIP=5.92, Synergy_Bliss=6.23, Synergy_Loewe=-7.63, Synergy_HSA=3.23. Drug 1: CC1C(C(CC(O1)OC2CC(CC3=C2C(=C4C(=C3O)C(=O)C5=C(C4=O)C(=CC=C5)OC)O)(C(=O)C)O)N)O.Cl. Cell line: COLO 205. (3) Drug 1: C1=CC(=CC=C1C#N)C(C2=CC=C(C=C2)C#N)N3C=NC=N3. Drug 2: CS(=O)(=O)CCNCC1=CC=C(O1)C2=CC3=C(C=C2)N=CN=C3NC4=CC(=C(C=C4)OCC5=CC(=CC=C5)F)Cl. Cell line: COLO 205. Synergy scores: CSS=5.67, Synergy_ZIP=-0.272, Synergy_Bliss=2.57, Synergy_Loewe=3.61, Synergy_HSA=2.88. (4) Drug 1: CCC1=C2CN3C(=CC4=C(C3=O)COC(=O)C4(CC)O)C2=NC5=C1C=C(C=C5)O. Drug 2: C1=NNC2=C1C(=O)NC=N2. Cell line: A498. Synergy scores: CSS=13.4, Synergy_ZIP=-4.44, Synergy_Bliss=0.163, Synergy_Loewe=-19.1, Synergy_HSA=-1.20. (5) Drug 1: C1=NC2=C(N=C(N=C2N1C3C(C(C(O3)CO)O)O)F)N. Drug 2: CCN(CC)CCNC(=O)C1=C(NC(=C1C)C=C2C3=C(C=CC(=C3)F)NC2=O)C. Cell line: CAKI-1. Synergy scores: CSS=5.07, Synergy_ZIP=1.56, Synergy_Bliss=4.37, Synergy_Loewe=-3.62, Synergy_HSA=0.203. (6) Synergy scores: CSS=34.1, Synergy_ZIP=-3.34, Synergy_Bliss=6.21, Synergy_Loewe=8.98, Synergy_HSA=9.77. Drug 2: C1CN1P(=S)(N2CC2)N3CC3. Cell line: NCI-H522. Drug 1: C1CCC(CC1)NC(=O)N(CCCl)N=O. (7) Drug 1: CS(=O)(=O)C1=CC(=C(C=C1)C(=O)NC2=CC(=C(C=C2)Cl)C3=CC=CC=N3)Cl. Drug 2: C1CC(=O)NC(=O)C1N2CC3=C(C2=O)C=CC=C3N. Cell line: SK-MEL-2. Synergy scores: CSS=-2.54, Synergy_ZIP=1.49, Synergy_Bliss=1.69, Synergy_Loewe=-2.42, Synergy_HSA=-3.18.